This data is from Forward reaction prediction with 1.9M reactions from USPTO patents (1976-2016). The task is: Predict the product of the given reaction. (1) Given the reactants [CH2:1]([C:3]1[CH:8]=[C:7]([CH3:9])[CH:6]=[C:5]([CH2:10][CH3:11])[C:4]=1[C:12]1[C:13](=[O:22])[N:14]([CH3:21])[N:15]=[C:16]([CH3:20])[C:17]=1SC)[CH3:2].[C:23](=O)([O-])O.[Na+].ClC1C=CC=C(C(OO)=O)C=1.[S:39]([O-:42])([O-])=[O:40].[Na+].[Na+], predict the reaction product. The product is: [CH2:1]([C:3]1[CH:8]=[C:7]([CH3:9])[CH:6]=[C:5]([CH2:10][CH3:11])[C:4]=1[C:12]1[C:13](=[O:22])[N:14]([CH3:21])[N:15]=[C:16]([CH3:20])[C:17]=1[S:39]([CH3:23])(=[O:42])=[O:40])[CH3:2]. (2) Given the reactants [C:1]([C:3]1[CH:4]=[C:5]([C:8]([OH:10])=O)[NH:6][CH:7]=1)#[N:2].[CH3:11][N:12]1[CH2:17][CH2:16][N:15]([C:18]2[CH:23]=[CH:22][C:21]([N+:24]([O-])=O)=[C:20]([N:27]3[CH2:32][CH2:31][CH:30]([CH3:33])[CH2:29][CH2:28]3)[CH:19]=2)[CH2:14][CH2:13]1, predict the reaction product. The product is: [CH3:11][N:12]1[CH2:13][CH2:14][N:15]([C:18]2[CH:23]=[CH:22][C:21]([NH:24][C:8]([C:5]3[NH:6][CH:7]=[C:3]([C:1]#[N:2])[CH:4]=3)=[O:10])=[C:20]([N:27]3[CH2:32][CH2:31][CH:30]([CH3:33])[CH2:29][CH2:28]3)[CH:19]=2)[CH2:16][CH2:17]1. (3) Given the reactants Cl.[S:2]([N:12]1[C:16]2=[N:17][CH:18]=[C:19]([NH2:21])[N:20]=[C:15]2[CH:14]=[CH:13]1)([C:5]1[CH:11]=[CH:10][C:8]([CH3:9])=[CH:7][CH:6]=1)(=[O:4])=[O:3].Br[CH2:23][C:24]([CH:26]1[CH2:31][CH2:30][CH2:29][CH2:28][CH2:27]1)=O.CCN(C(C)C)C(C)C, predict the reaction product. The product is: [CH:26]1([C:24]2[N:21]=[C:19]3[CH:18]=[N:17][C:16]4[N:12]([S:2]([C:5]5[CH:6]=[CH:7][C:8]([CH3:9])=[CH:10][CH:11]=5)(=[O:3])=[O:4])[CH:13]=[CH:14][C:15]=4[N:20]3[CH:23]=2)[CH2:31][CH2:30][CH2:29][CH2:28][CH2:27]1. (4) Given the reactants [Br:1][C:2]1[CH:3]=[C:4]([OH:8])[CH:5]=[CH:6][CH:7]=1.Br[C:10]1([C:14]([O:16][CH2:17][CH3:18])=[O:15])[CH2:13][CH2:12][CH2:11]1, predict the reaction product. The product is: [CH2:17]([O:16][C:14]([C:10]1([O:8][C:4]2[CH:5]=[CH:6][CH:7]=[C:2]([Br:1])[CH:3]=2)[CH2:13][CH2:12][CH2:11]1)=[O:15])[CH3:18]. (5) The product is: [C:12]([O:22][C@H:20]1[CH2:19][CH2:18][C@@:17]2([CH3:23])[C:16](=[CH:15][CH2:14][C@@H:8]3[C@@H:7]2[CH2:6][CH2:5][C@@:4]2([CH3:3])[C@H:9]3[CH2:10][CH2:11][C@@H:12]2[O:13][C:20](=[O:22])[CH3:19])[CH2:21]1)(=[O:13])[CH3:11]. Given the reactants [BH4-].[Na+].[CH3:3][C@@:4]12[C:12](=[O:13])[CH2:11][CH2:10][C@H:9]1[C@@H:8]1[CH2:14][CH:15]=[C:16]3[CH2:21][C@@H:20]([OH:22])[CH2:19][CH2:18][C@:17]3([CH3:23])[C@H:7]1[CH2:6][CH2:5]2.Cl, predict the reaction product.